Dataset: Forward reaction prediction with 1.9M reactions from USPTO patents (1976-2016). Task: Predict the product of the given reaction. (1) Given the reactants I[C:2]1[Se:3][CH:4]=[CH:5][CH:6]=1.[F:7][C:8]([F:20])([F:19])[O:9][C:10]1[CH:15]=[CH:14][C:13](B(O)O)=[CH:12][CH:11]=1.C(=O)([O-])[O-].[Na+].[Na+], predict the reaction product. The product is: [F:7][C:8]([F:19])([F:20])[O:9][C:10]1[CH:15]=[CH:14][C:13]([C:2]2[Se:3][CH:4]=[CH:5][CH:6]=2)=[CH:12][CH:11]=1. (2) Given the reactants [CH3:1][S:2][C:3]1[N:4]=[CH:5][C:6]2[C:15]3[CH:14]=[CH:13][C:12]([C:16]([O:18][CH3:19])=[O:17])=[CH:11][C:10]=3[NH:9][C:8](=O)[C:7]=2[N:21]=1.O=P(Cl)(Cl)[Cl:24].CCN(C(C)C)C(C)C, predict the reaction product. The product is: [Cl:24][C:8]1[C:7]2[N:21]=[C:3]([S:2][CH3:1])[N:4]=[CH:5][C:6]=2[C:15]2[CH:14]=[CH:13][C:12]([C:16]([O:18][CH3:19])=[O:17])=[CH:11][C:10]=2[N:9]=1. (3) The product is: [Br:17][C:18]1[CH:23]=[CH:22][C:21]([S:24]([N:8]2[CH2:7][CH2:6][N:5]([C:9]([C:11]3[CH:16]=[CH:15][CH:14]=[CH:13][CH:12]=3)=[O:10])[CH2:4][C@H:3]2[CH3:2])(=[O:26])=[O:25])=[CH:20][CH:19]=1. Given the reactants Cl.[CH3:2][C@H:3]1[NH:8][CH2:7][CH2:6][N:5]([C:9]([C:11]2[CH:16]=[CH:15][CH:14]=[CH:13][CH:12]=2)=[O:10])[CH2:4]1.[Br:17][C:18]1[CH:23]=[CH:22][C:21]([S:24](Cl)(=[O:26])=[O:25])=[CH:20][CH:19]=1, predict the reaction product. (4) Given the reactants O.[NH2:2][NH2:3].[O:4]=[C:5]([NH:10][CH2:11][CH2:12][CH2:13][O:14][C:15]1[CH:20]=[CH:19][CH:18]=[CH:17][CH:16]=1)[C:6](OC)=[O:7], predict the reaction product. The product is: [NH:2]([C:6](=[O:7])[C:5]([NH:10][CH2:11][CH2:12][CH2:13][O:14][C:15]1[CH:20]=[CH:19][CH:18]=[CH:17][CH:16]=1)=[O:4])[NH2:3]. (5) The product is: [Br:1][C:2]1[N:7]=[C:6]([C:8](=[N:15][C:14]2[C:16]([CH2:20][CH3:21])=[CH:17][CH:18]=[CH:19][C:13]=2[CH2:11][CH3:12])[CH3:9])[CH:5]=[CH:4][CH:3]=1. Given the reactants [Br:1][C:2]1[N:7]=[C:6]([C:8](=O)[CH3:9])[CH:5]=[CH:4][CH:3]=1.[CH2:11]([C:13]1[CH:19]=[CH:18][CH:17]=[C:16]([CH2:20][CH3:21])[C:14]=1[NH2:15])[CH3:12].CC1C=CC(S(O)(=O)=O)=CC=1.[Cl-].[Cl-].[Ca+2], predict the reaction product. (6) Given the reactants C[O:2][C:3]1[CH:4]=[CH:5][C:6]2[O:10][CH:9]=[CH:8][C:7]=2[CH:11]=1.Cl.N1C=CC=CC=1.Cl, predict the reaction product. The product is: [OH:2][C:3]1[CH:4]=[CH:5][C:6]2[O:10][CH:9]=[CH:8][C:7]=2[CH:11]=1. (7) Given the reactants [NH2:1][C:2]1[C:16]([O:17][CH3:18])=[CH:15][C:5]2[CH2:6][CH2:7][N:8]([CH2:11][CH:12]([OH:14])[CH3:13])[CH2:9][CH2:10][C:4]=2[CH:3]=1.Cl[C:20]1[N:25]=[C:24]([NH:26][C:27]2[CH:32]=[CH:31][CH:30]=[CH:29][C:28]=2[S:33]([N:36]2[CH2:40][CH2:39][CH2:38][CH2:37]2)(=[O:35])=[O:34])[C:23]([Cl:41])=[CH:22][N:21]=1, predict the reaction product. The product is: [Cl:41][C:23]1[C:24]([NH:26][C:27]2[CH:32]=[CH:31][CH:30]=[CH:29][C:28]=2[S:33]([N:36]2[CH2:40][CH2:39][CH2:38][CH2:37]2)(=[O:35])=[O:34])=[N:25][C:20]([NH:1][C:2]2[C:16]([O:17][CH3:18])=[CH:15][C:5]3[CH2:6][CH2:7][N:8]([CH2:11][CH:12]([OH:14])[CH3:13])[CH2:9][CH2:10][C:4]=3[CH:3]=2)=[N:21][CH:22]=1.